From a dataset of NCI-60 drug combinations with 297,098 pairs across 59 cell lines. Regression. Given two drug SMILES strings and cell line genomic features, predict the synergy score measuring deviation from expected non-interaction effect. (1) Drug 1: CCC1=C2CN3C(=CC4=C(C3=O)COC(=O)C4(CC)O)C2=NC5=C1C=C(C=C5)O. Drug 2: C1CCC(C(C1)N)N.C(=O)(C(=O)[O-])[O-].[Pt+4]. Cell line: OVCAR-5. Synergy scores: CSS=48.4, Synergy_ZIP=-11.0, Synergy_Bliss=-5.18, Synergy_Loewe=-0.0874, Synergy_HSA=0.532. (2) Drug 1: CC1=C2C(C(=O)C3(C(CC4C(C3C(C(C2(C)C)(CC1OC(=O)C(C(C5=CC=CC=C5)NC(=O)OC(C)(C)C)O)O)OC(=O)C6=CC=CC=C6)(CO4)OC(=O)C)O)C)O. Drug 2: C1=CC=C(C=C1)NC(=O)CCCCCCC(=O)NO. Cell line: NCI/ADR-RES. Synergy scores: CSS=60.0, Synergy_ZIP=-4.07, Synergy_Bliss=-2.57, Synergy_Loewe=-0.265, Synergy_HSA=1.23.